This data is from Peptide-MHC class I binding affinity with 185,985 pairs from IEDB/IMGT. The task is: Regression. Given a peptide amino acid sequence and an MHC pseudo amino acid sequence, predict their binding affinity value. This is MHC class I binding data. (1) The peptide sequence is KEAVNHFHL. The MHC is HLA-A24:03 with pseudo-sequence HLA-A24:03. The binding affinity (normalized) is 0.0847. (2) The peptide sequence is AEPGKRYIYKV. The MHC is Mamu-A11 with pseudo-sequence Mamu-A11. The binding affinity (normalized) is 0.873. (3) The peptide sequence is TLYCVHQGI. The MHC is HLA-B40:01 with pseudo-sequence HLA-B40:01. The binding affinity (normalized) is 0. (4) The peptide sequence is NYMPYVFTLL. The MHC is Patr-B1301 with pseudo-sequence Patr-B1301. The binding affinity (normalized) is 0.407. (5) The peptide sequence is FANNKFTLV. The MHC is HLA-A02:06 with pseudo-sequence HLA-A02:06. The binding affinity (normalized) is 0.897. (6) The peptide sequence is NLLEQLIENI. The MHC is HLA-A68:02 with pseudo-sequence HLA-A68:02. The binding affinity (normalized) is 0.0650.